This data is from Full USPTO retrosynthesis dataset with 1.9M reactions from patents (1976-2016). The task is: Predict the reactants needed to synthesize the given product. (1) Given the product [Cl:1][CH2:2][C:3]([N:10]([CH2:9][CH:8]([O:12][CH3:13])[O:7][CH3:6])[CH3:11])=[O:4], predict the reactants needed to synthesize it. The reactants are: [Cl:1][CH2:2][C:3](Cl)=[O:4].[CH3:6][O:7][CH:8]([O:12][CH3:13])[CH2:9][NH:10][CH3:11].C(=O)([O-])[O-].[K+].[K+].O. (2) Given the product [NH2:19][C:15]1[C:14]([C:10]2[N:11]([CH2:12][CH3:13])[C:4]3[C:5]([N:9]=2)=[C:6]([Cl:8])[NH:7][C:2](=[O:21])[CH:3]=3)=[N:18][O:17][N:16]=1, predict the reactants needed to synthesize it. The reactants are: Br[C:2]1[N:7]=[C:6]([Cl:8])[C:5]2[N:9]=[C:10]([C:14]3[C:15]([NH2:19])=[N:16][O:17][N:18]=3)[N:11]([CH2:12][CH3:13])[C:4]=2[CH:3]=1.B(OC)(OC)[O:21]C.C([Li])CCC. (3) Given the product [Br:1][C:2]1[CH:3]=[CH:4][C:5]2[N:9]=[C:8]([CH:10]3[CH2:13][CH:12]([C:14]#[N:15])[CH2:11]3)[N:7]([CH3:17])[C:6]=2[CH:18]=1, predict the reactants needed to synthesize it. The reactants are: [Br:1][C:2]1[CH:3]=[CH:4][C:5]2[N:9]=[C:8]([CH:10]3[CH2:13][CH:12]([CH:14]=[N:15]O)[CH2:11]3)[N:7]([CH3:17])[C:6]=2[CH:18]=1.P(Cl)(Cl)(Cl)=O. (4) The reactants are: C(O[C:6]([N:8]1[CH2:12][C:11](=[N:13][O:14][CH3:15])[CH2:10][C@H:9]1[C:16]([OH:18])=O)=[O:7])(C)(C)C.[C:19]1([C:28]2[CH:33]=[CH:32][CH:31]=[CH:30][CH:29]=2)[CH:24]=[CH:23][C:22](C(Cl)=O)=[CH:21][CH:20]=1.[C:34]1([C:40]2([OH:46])[CH2:45][CH2:44][NH:43][CH2:42][CH2:41]2)[CH:39]=[CH:38][CH:37]=[CH:36][CH:35]=1. Given the product [CH3:15][O:14][N:13]=[C:11]1[CH2:10][C@@H:9]([C:16]([N:43]2[CH2:44][CH2:45][C:40]([OH:46])([C:34]3[CH:35]=[CH:36][CH:37]=[CH:38][CH:39]=3)[CH2:41][CH2:42]2)=[O:18])[N:8]([C:6]([C:31]2[CH:30]=[CH:29][C:28]([C:19]3[CH:20]=[CH:21][CH:22]=[CH:23][CH:24]=3)=[CH:33][CH:32]=2)=[O:7])[CH2:12]1, predict the reactants needed to synthesize it. (5) Given the product [Cl:1][C:2]1[CH:3]=[CH:4][C:5]2[N:11]3[CH:12]=[CH:13][CH:14]=[C:10]3[C@@H:9]([CH2:15][CH2:16][C:17]3[O:21][C:20](=[O:22])[N:19]([CH2:54][C:53]([OH:57])=[O:56])[N:18]=3)[O:8][C@H:7]([C:23]3[CH:28]=[CH:27][CH:26]=[C:25]([O:29][CH3:30])[C:24]=3[O:31][CH3:32])[C:6]=2[CH:33]=1, predict the reactants needed to synthesize it. The reactants are: [Cl:1][C:2]1[CH:3]=[CH:4][C:5]2[N:11]3[CH:12]=[CH:13][CH:14]=[C:10]3[C@@H:9]([CH2:15][CH2:16][C:17]3[O:21][C:20](=[O:22])[NH:19][N:18]=3)[O:8][C@H:7]([C:23]3[CH:28]=[CH:27][CH:26]=[C:25]([O:29][CH3:30])[C:24]=3[O:31][CH3:32])[C:6]=2[CH:33]=1.C1(P(C2C=CC=CC=2)C2C=CC=CC=2)C=CC=CC=1.[C:53]([O:57]CC1C=CC=CC=1)(=[O:56])[CH2:54]O.[N+](C(OCC)=O)(C(OCC)=O)=[N-]. (6) Given the product [NH2:40][C:35]1[CH:34]=[C:33]([Cl:32])[CH:38]=[CH:37][C:36]=1[NH:39][C:17]([C:12]1[C:13](=[O:16])[NH:14][N:15]=[C:10]([C:8]2[CH:7]=[CH:6][N:5]=[C:4]([NH:3][CH2:1][CH3:2])[N:9]=2)[CH:11]=1)=[O:19], predict the reactants needed to synthesize it. The reactants are: [CH2:1]([NH:3][C:4]1[N:9]=[C:8]([C:10]2[CH:11]=[C:12]([C:17]([OH:19])=O)[C:13](=[O:16])[NH:14][N:15]=2)[CH:7]=[CH:6][N:5]=1)[CH3:2].CN(C=O)C.C(N(CC)CC)C.[Cl:32][C:33]1[CH:38]=[CH:37][C:36]([NH2:39])=[C:35]([NH2:40])[CH:34]=1.